This data is from Peptide-MHC class I binding affinity with 185,985 pairs from IEDB/IMGT. The task is: Regression. Given a peptide amino acid sequence and an MHC pseudo amino acid sequence, predict their binding affinity value. This is MHC class I binding data. The binding affinity (normalized) is 0.105. The peptide sequence is FQPQNGQFG. The MHC is H-2-Db with pseudo-sequence H-2-Db.